From a dataset of Catalyst prediction with 721,799 reactions and 888 catalyst types from USPTO. Predict which catalyst facilitates the given reaction. (1) Reactant: Cl.Cl.[NH2:3][C@H:4]1[CH2:9][CH2:8][C@H:7]([CH2:10][CH2:11][N:12]2[CH2:16][C@H:15]3[C:17]4[CH:18]=[C:19]([C:25]#[N:26])[CH:20]=[CH:21][C:22]=4[O:23][CH2:24][C@@H:14]3[CH2:13]2)[CH2:6][CH2:5]1.[CH3:27][CH2:28][O:29][C:30]1[C:34](=O)[C:32](=[O:33])[C:31]=1[O:36]CC.O. Product: [CH2:28]([O:29][C:30]1[C:31](=[O:36])[C:32](=[O:33])[C:34]=1[NH:3][C@H:4]1[CH2:9][CH2:8][C@H:7]([CH2:10][CH2:11][N:12]2[CH2:16][C@H:15]3[C:17]4[CH:18]=[C:19]([C:25]#[N:26])[CH:20]=[CH:21][C:22]=4[O:23][CH2:24][C@@H:14]3[CH2:13]2)[CH2:6][CH2:5]1)[CH3:27]. The catalyst class is: 8. (2) The catalyst class is: 5. Reactant: C[O:2][C:3](=O)[CH:4]=[CH:5][C:6](=[C:11]([NH:13][CH2:14][CH:15]1[CH2:20][CH2:19][O:18][CH2:17][CH2:16]1)[CH3:12])[C:7]([O:9][CH3:10])=[O:8].C[O-].[Na+].[Br:25]N1C(=O)CCC1=O. Product: [CH3:10][O:9][C:7]([C:6]1[CH:5]=[C:4]([Br:25])[C:3](=[O:2])[N:13]([CH2:14][CH:15]2[CH2:20][CH2:19][O:18][CH2:17][CH2:16]2)[C:11]=1[CH3:12])=[O:8].